Dataset: Forward reaction prediction with 1.9M reactions from USPTO patents (1976-2016). Task: Predict the product of the given reaction. (1) Given the reactants [CH:1]1[C:10]2[C:5](=[CH:6][CH:7]=[CH:8][CH:9]=2)[CH:4]=[CH:3][C:2]=1[C@H:11]([N:13]=[CH:14][C:15]1[CH:20]=[CH:19][CH:18]=[CH:17][CH:16]=1)[CH3:12].C([BH3-])#N.[Na+].Cl, predict the reaction product. The product is: [CH2:14]([NH:13][C@@H:11]([C:2]1[C:1]2[C:10](=[CH:9][CH:8]=[CH:7][CH:6]=2)[CH:5]=[CH:4][CH:3]=1)[CH3:12])[C:15]1[CH:16]=[CH:17][CH:18]=[CH:19][CH:20]=1. (2) Given the reactants [Br:1][C:2]1[CH:3]=[C:4]([OH:8])[CH:5]=[CH:6][CH:7]=1.[H-].[Na+].CC1C=CC(S(O[CH2:22][C@H:23]2[O:28][CH2:27][CH2:26][N:25]([CH2:29][C:30]3[CH:35]=[CH:34][CH:33]=[CH:32][CH:31]=3)[CH2:24]2)(=O)=O)=CC=1, predict the reaction product. The product is: [CH2:29]([N:25]1[CH2:26][CH2:27][O:28][C@H:23]([CH2:22][O:8][C:4]2[CH:5]=[CH:6][CH:7]=[C:2]([Br:1])[CH:3]=2)[CH2:24]1)[C:30]1[CH:31]=[CH:32][CH:33]=[CH:34][CH:35]=1. (3) Given the reactants [Br:1][C:2]1[CH:20]=[CH:19][C:5]2[NH:6][C:7](=O)[CH:8]([CH3:17])[N:9]=[C:10]([C:11]3[CH:16]=[CH:15][CH:14]=[CH:13][N:12]=3)[C:4]=2[CH:3]=1.[H-].[Na+].P(Cl)(OCC)(OCC)=O.[N+:32]([CH2:34][C:35]([O:37][CH2:38][CH3:39])=[O:36])#[C-:33].[H-].[Na+].C1COCC1, predict the reaction product. The product is: [CH2:38]([O:37][C:35]([C:34]1[N:32]=[CH:33][N:6]2[C:7]=1[CH:8]([CH3:17])[N:9]=[C:10]([C:11]1[CH:16]=[CH:15][CH:14]=[CH:13][N:12]=1)[C:4]1[CH:3]=[C:2]([Br:1])[CH:20]=[CH:19][C:5]2=1)=[O:36])[CH3:39]. (4) Given the reactants [N+:1]([O-:4])(O)=[O:2].[CH3:5][O:6][C:7](=[O:19])[C:8]1[CH:13]=[CH:12][C:11]([OH:14])=[C:10]([C:15]([F:18])([F:17])[F:16])[CH:9]=1, predict the reaction product. The product is: [CH3:5][O:6][C:7](=[O:19])[C:8]1[CH:9]=[C:10]([C:15]([F:18])([F:17])[F:16])[C:11]([OH:14])=[C:12]([N+:1]([O-:4])=[O:2])[CH:13]=1. (5) Given the reactants [N:1]1[CH:6]=[CH:5][CH:4]=[CH:3][C:2]=1[CH:7]([CH3:11])[C:8]([OH:10])=O.[CH3:12][CH:13]1[CH2:18][CH2:17][N:16]([C:19]2[C:24]([CH2:25][NH2:26])=[CH:23][CH:22]=[C:21]([C:27]([F:30])([F:29])[F:28])[N:20]=2)[CH2:15][CH2:14]1.F[B-](F)(F)F.N1(OC(N(C)C)=[N+](C)C)C2C=CC=CC=2N=N1.C(N(C(C)C)C(C)C)C, predict the reaction product. The product is: [CH3:12][CH:13]1[CH2:14][CH2:15][N:16]([C:19]2[C:24]([CH2:25][NH:26][C:8](=[O:10])[CH:7]([C:2]3[CH:3]=[CH:4][CH:5]=[CH:6][N:1]=3)[CH3:11])=[CH:23][CH:22]=[C:21]([C:27]([F:30])([F:28])[F:29])[N:20]=2)[CH2:17][CH2:18]1. (6) The product is: [N:26]1[N:30]2[CH2:31][CH2:32][CH2:33][N:34]([C:19]([O:13][CH2:12][C:4]3[CH:5]=[C:6]([C:8]([F:10])([F:11])[F:9])[CH:7]=[C:2]([Cl:1])[CH:3]=3)=[O:20])[CH2:35][C:29]2=[CH:28][C:27]=1[C:36]([O:38][CH2:39][CH3:40])=[O:37]. Given the reactants [Cl:1][C:2]1[CH:3]=[C:4]([CH2:12][OH:13])[CH:5]=[C:6]([C:8]([F:11])([F:10])[F:9])[CH:7]=1.C1N=CN([C:19](N2C=NC=C2)=[O:20])C=1.[N:26]1[N:30]2[CH2:31][CH2:32][CH2:33][NH:34][CH2:35][C:29]2=[CH:28][C:27]=1[C:36]([O:38][CH2:39][CH3:40])=[O:37], predict the reaction product.